Task: Regression. Given a peptide amino acid sequence and an MHC pseudo amino acid sequence, predict their binding affinity value. This is MHC class II binding data.. Dataset: Peptide-MHC class II binding affinity with 134,281 pairs from IEDB (1) The peptide sequence is KILEPGPGPGFRKYT. The MHC is DRB1_1101 with pseudo-sequence DRB1_1101. The binding affinity (normalized) is 0. (2) The peptide sequence is PRRWLRFCNPELSEI. The MHC is DRB1_0405 with pseudo-sequence DRB1_0405. The binding affinity (normalized) is 0.792. (3) The binding affinity (normalized) is 0.260. The MHC is DRB5_0101 with pseudo-sequence DRB5_0101. The peptide sequence is TPVNIIGRNLLTQIG. (4) The peptide sequence is AAPANDKFTVFEAAF. The MHC is HLA-DPA10103-DPB10201 with pseudo-sequence HLA-DPA10103-DPB10201. The binding affinity (normalized) is 0.741. (5) The peptide sequence is MSSKFPELGMNASHC. The MHC is HLA-DQA10401-DQB10402 with pseudo-sequence HLA-DQA10401-DQB10402. The binding affinity (normalized) is 0.111. (6) The peptide sequence is RTLGFQQQRGAAGGV. The MHC is DRB1_0101 with pseudo-sequence DRB1_0101. The binding affinity (normalized) is 0.838.